Dataset: Reaction yield outcomes from USPTO patents with 853,638 reactions. Task: Predict the reaction yield, written as a fraction of the theoretical maximum amount of product (1.0 means a 100% yield; for example, 0.34 means a 34% yield). (1) The reactants are Br[C:2]1[CH:3]=[C:4]([F:13])[C:5]2[O:10][CH2:9][C:8](=[O:11])[NH:7][C:6]=2[CH:12]=1.[B:14]1([B:14]2[O:18][C:17]([CH3:20])([CH3:19])[C:16]([CH3:22])([CH3:21])[O:15]2)[O:18][C:17]([CH3:20])([CH3:19])[C:16]([CH3:22])([CH3:21])[O:15]1.C([O-])(=O)C.[K+].CCOC(C)=O. The catalyst is O1CCOCC1.O. The product is [F:13][C:4]1[C:5]2[O:10][CH2:9][C:8](=[O:11])[NH:7][C:6]=2[CH:12]=[C:2]([B:14]2[O:18][C:17]([CH3:20])([CH3:19])[C:16]([CH3:22])([CH3:21])[O:15]2)[CH:3]=1. The yield is 0.990. (2) The reactants are [N+](C1C=[CH:6][C:7]([S:10][S:11][C:12]2[CH:17]=[CH:16][C:15]([N+:18]([O-:20])=[O:19])=[CH:14][N:13]=2)=NC=1)([O-])=O.Cl.[NH2:22][CH2:23]C(S)C. The catalyst is C(Cl)Cl.O=[Mn]=O. The product is [N+:18]([C:15]1[CH:16]=[CH:17][C:12]([S:11][S:10][CH:7]([CH3:6])[CH2:23][NH2:22])=[N:13][CH:14]=1)([O-:20])=[O:19]. The yield is 0.570.